This data is from Catalyst prediction with 721,799 reactions and 888 catalyst types from USPTO. The task is: Predict which catalyst facilitates the given reaction. (1) Reactant: [CH2:1]([O:8][C:9](=[O:21])[N:10]([CH2:12][C@H:13]1[CH2:18][CH2:17][C@H:16]([CH2:19][OH:20])[CH2:15][CH2:14]1)[CH3:11])[C:2]1[CH:7]=[CH:6][CH:5]=[CH:4][CH:3]=1.CS(C)=O.C(N(CC)CC)C. Product: [CH2:1]([O:8][C:9](=[O:21])[N:10]([CH2:12][C@H:13]1[CH2:14][CH2:15][C@H:16]([CH:19]=[O:20])[CH2:17][CH2:18]1)[CH3:11])[C:2]1[CH:7]=[CH:6][CH:5]=[CH:4][CH:3]=1. The catalyst class is: 4. (2) Reactant: [CH2:1]([O:3][C:4](=[O:28])[CH2:5][C:6]1[CH:11]=[C:10](OS(C(F)(F)F)(=O)=O)[CH:9]=[C:8]([O:20][CH2:21][C:22]2[CH:27]=[CH:26][CH:25]=[CH:24][CH:23]=2)[CH:7]=1)[CH3:2].[F:29][C:30]([F:41])([F:40])[C:31]1[CH:36]=[CH:35][C:34](B(O)O)=[CH:33][CH:32]=1.COCCOC.C([O-])([O-])=O.[Na+].[Na+]. Product: [CH2:1]([O:3][C:4](=[O:28])[CH2:5][C:6]1[CH:11]=[C:10]([C:34]2[CH:35]=[CH:36][C:31]([C:30]([F:41])([F:40])[F:29])=[CH:32][CH:33]=2)[CH:9]=[C:8]([O:20][CH2:21][C:22]2[CH:23]=[CH:24][CH:25]=[CH:26][CH:27]=2)[CH:7]=1)[CH3:2]. The catalyst class is: 25. (3) Reactant: [NH2:1][C:2]1[N:10]=[CH:9][N:8]=[C:7]2[C:3]=1[N:4]=[CH:5][N:6]2[C@H:11]1[C@@H:15]2[O:16]C(C)(C)[O:18][C@@H:14]2[C@@H:13]([CH2:21][N:22]([CH:40]2[CH2:43][CH2:42][CH2:41]2)[CH2:23][CH2:24][CH2:25][NH:26][C:27]([NH:29][C:30]2[CH:35]=[CH:34][C:33]([C:36]([CH3:39])([CH3:38])[CH3:37])=[CH:32][CH:31]=2)=[O:28])[O:12]1. Product: [NH2:1][C:2]1[N:10]=[CH:9][N:8]=[C:7]2[C:3]=1[N:4]=[CH:5][N:6]2[C@@H:11]1[O:12][C@H:13]([CH2:21][N:22]([CH:40]2[CH2:41][CH2:42][CH2:43]2)[CH2:23][CH2:24][CH2:25][NH:26][C:27]([NH:29][C:30]2[CH:35]=[CH:34][C:33]([C:36]([CH3:39])([CH3:38])[CH3:37])=[CH:32][CH:31]=2)=[O:28])[C@@H:14]([OH:18])[C@H:15]1[OH:16]. The catalyst class is: 209. (4) Reactant: CN(C=O)C.[C:6]([NH:9][C:10]1[CH:15]=[CH:14][CH:13]=[CH:12][CH:11]=1)(=[O:8])[CH3:7].[H-].[Na+].[C:18]1([N:24]=[C:25]([O:37][C:38]2[CH:43]=[CH:42][CH:41]=[CH:40][CH:39]=2)[CH:26]=[CH:27]S(C2C=CC=CC=2)(=O)=O)[CH:23]=[CH:22][CH:21]=[CH:20][CH:19]=1. Product: [C:18]1([N:24]=[C:25]([O:37][C:38]2[CH:39]=[CH:40][CH:41]=[CH:42][CH:43]=2)[CH:26]=[CH:27][N:9]([C:6](=[O:8])[CH3:7])[C:10]2[CH:15]=[CH:14][CH:13]=[CH:12][CH:11]=2)[CH:19]=[CH:20][CH:21]=[CH:22][CH:23]=1. The catalyst class is: 13. (5) Reactant: [I:1][C:2]1[C:3]2[S:9][C:8]([C:10]3[CH:15]=[CH:14][CH:13]=[C:12]([O:16][CH3:17])[CH:11]=3)=[CH:7][C:4]=2[NH:5][N:6]=1.[C:18](O[C:18]([O:20][C:21]([CH3:24])([CH3:23])[CH3:22])=[O:19])([O:20][C:21]([CH3:24])([CH3:23])[CH3:22])=[O:19]. Product: [C:21]([O:20][C:18]([N:5]1[C:4]2[CH:7]=[C:8]([C:10]3[CH:15]=[CH:14][CH:13]=[C:12]([O:16][CH3:17])[CH:11]=3)[S:9][C:3]=2[C:2]([I:1])=[N:6]1)=[O:19])([CH3:24])([CH3:23])[CH3:22]. The catalyst class is: 119.